Dataset: NCI-60 drug combinations with 297,098 pairs across 59 cell lines. Task: Regression. Given two drug SMILES strings and cell line genomic features, predict the synergy score measuring deviation from expected non-interaction effect. (1) Drug 1: C1=NC2=C(N1)C(=S)N=C(N2)N. Drug 2: C1CCC(C(C1)N)N.C(=O)(C(=O)[O-])[O-].[Pt+4]. Cell line: K-562. Synergy scores: CSS=39.5, Synergy_ZIP=-2.96, Synergy_Bliss=-3.12, Synergy_Loewe=-4.06, Synergy_HSA=-0.0221. (2) Drug 1: CN1C(=O)N2C=NC(=C2N=N1)C(=O)N. Drug 2: CC1=C2C(C(=O)C3(C(CC4C(C3C(C(C2(C)C)(CC1OC(=O)C(C(C5=CC=CC=C5)NC(=O)OC(C)(C)C)O)O)OC(=O)C6=CC=CC=C6)(CO4)OC(=O)C)O)C)O. Cell line: HT29. Synergy scores: CSS=-12.9, Synergy_ZIP=3.41, Synergy_Bliss=-0.994, Synergy_Loewe=-11.4, Synergy_HSA=-10.2. (3) Synergy scores: CSS=30.0, Synergy_ZIP=-1.45, Synergy_Bliss=-0.988, Synergy_Loewe=-17.2, Synergy_HSA=-1.16. Drug 2: CC(C1=C(C=CC(=C1Cl)F)Cl)OC2=C(N=CC(=C2)C3=CN(N=C3)C4CCNCC4)N. Cell line: SNB-75. Drug 1: CC1=C2C(C(=O)C3(C(CC4C(C3C(C(C2(C)C)(CC1OC(=O)C(C(C5=CC=CC=C5)NC(=O)OC(C)(C)C)O)O)OC(=O)C6=CC=CC=C6)(CO4)OC(=O)C)OC)C)OC. (4) Drug 1: CCCS(=O)(=O)NC1=C(C(=C(C=C1)F)C(=O)C2=CNC3=C2C=C(C=N3)C4=CC=C(C=C4)Cl)F. Drug 2: CS(=O)(=O)CCNCC1=CC=C(O1)C2=CC3=C(C=C2)N=CN=C3NC4=CC(=C(C=C4)OCC5=CC(=CC=C5)F)Cl. Cell line: M14. Synergy scores: CSS=51.9, Synergy_ZIP=8.19, Synergy_Bliss=9.98, Synergy_Loewe=-7.46, Synergy_HSA=7.86.